This data is from Full USPTO retrosynthesis dataset with 1.9M reactions from patents (1976-2016). The task is: Predict the reactants needed to synthesize the given product. (1) Given the product [I:25][C:15]1[N:5]2[CH:6]=[C:7]([C:9]3[CH:14]=[CH:13][CH:12]=[CH:11][CH:10]=3)[N:8]=[C:3]([S:2][CH3:1])[C:4]2=[N:17][CH:16]=1, predict the reactants needed to synthesize it. The reactants are: [CH3:1][S:2][C:3]1[C:4]2[N:5]([CH:15]=[CH:16][N:17]=2)[CH:6]=[C:7]([C:9]2[CH:14]=[CH:13][CH:12]=[CH:11][CH:10]=2)[N:8]=1.C1C(=O)N([I:25])C(=O)C1.O. (2) Given the product [CH3:27][C:11]1[C:12]2[NH:18][C:19]([CH:21]3[CH2:26][CH2:25][O:24][CH2:23][CH2:22]3)=[N:15][C:13]=2[CH:14]=[C:9]([OH:8])[CH:10]=1, predict the reactants needed to synthesize it. The reactants are: C([O:8][C:9]1[CH:14]=[C:13]([N+:15]([O-])=O)[C:12]([NH:18][C:19]([CH:21]2[CH2:26][CH2:25][O:24][CH2:23][CH2:22]2)=O)=[C:11]([CH3:27])[CH:10]=1)C1C=CC=CC=1.[H][H]. (3) The reactants are: [CH2:1]([O:8][C:9]1[CH:16]=[CH:15][C:12]([CH:13]=[O:14])=[C:11]([OH:17])[C:10]=1[CH3:18])[C:2]1[CH:7]=[CH:6][CH:5]=[CH:4][CH:3]=1.[CH3:19]OS(OC)(=O)=O.[OH-].[Na+].O1CCOCC1. Given the product [CH2:1]([O:8][C:9]1[CH:16]=[CH:15][C:12]([CH:13]=[O:14])=[C:11]([O:17][CH3:19])[C:10]=1[CH3:18])[C:2]1[CH:3]=[CH:4][CH:5]=[CH:6][CH:7]=1, predict the reactants needed to synthesize it. (4) The reactants are: [CH3:1][O:2][C:3]1[C:4]([CH3:39])=[C:5]([CH:36]=[CH:37][CH:38]=1)[O:6][C:7]1[C:8]([C:24]([NH:26]CC2C=CC(OC)=CC=2)=[O:25])=[C:9]([NH:15][C:16]2[CH:21]=[CH:20][C:19]([I:22])=[CH:18][C:17]=2[F:23])[N:10]([CH3:14])[C:11](=[O:13])[CH:12]=1.[Cl-].[Al+3].[Cl-].[Cl-].O.Cl. Given the product [CH3:1][O:2][C:3]1[C:4]([CH3:39])=[C:5]([CH:36]=[CH:37][CH:38]=1)[O:6][C:7]1[C:8]([C:24]([NH2:26])=[O:25])=[C:9]([NH:15][C:16]2[CH:21]=[CH:20][C:19]([I:22])=[CH:18][C:17]=2[F:23])[N:10]([CH3:14])[C:11](=[O:13])[CH:12]=1, predict the reactants needed to synthesize it.